This data is from Full USPTO retrosynthesis dataset with 1.9M reactions from patents (1976-2016). The task is: Predict the reactants needed to synthesize the given product. (1) Given the product [N:14]1([C:2]2[N:9]=[C:8]([C:10]([F:13])([F:12])[F:11])[CH:7]=[CH:6][C:3]=2[C:4]#[N:5])[CH2:18][CH2:17][CH2:16][CH2:15]1, predict the reactants needed to synthesize it. The reactants are: Cl[C:2]1[N:9]=[C:8]([C:10]([F:13])([F:12])[F:11])[CH:7]=[CH:6][C:3]=1[C:4]#[N:5].[NH:14]1[CH2:18][CH2:17][CH2:16][CH2:15]1. (2) Given the product [OH:22][C:19]([C:16]1[CH:17]=[CH:18][C:13]([C:12]([NH:11][C:4]2[CH:3]=[C:2]([C:30]3[CH:29]=[CH:28][CH:27]=[C:26]([O:25][CH3:24])[CH:31]=3)[N:7]3[N:8]=[CH:9][CH:10]=[C:6]3[N:5]=2)=[O:23])=[CH:14][CH:15]=1)([CH3:21])[CH3:20], predict the reactants needed to synthesize it. The reactants are: Cl[C:2]1[N:7]2[N:8]=[CH:9][CH:10]=[C:6]2[N:5]=[C:4]([NH:11][C:12](=[O:23])[C:13]2[CH:18]=[CH:17][C:16]([C:19]([OH:22])([CH3:21])[CH3:20])=[CH:15][CH:14]=2)[CH:3]=1.[CH3:24][O:25][C:26]1[CH:27]=[C:28](B(O)O)[CH:29]=[CH:30][CH:31]=1.O1CCOCC1. (3) The reactants are: [CH3:1][O:2][C:3](=[O:56])[NH:4][CH:5]([C:9]([N:11]1[CH:17]([C:18]2[NH:19][C:20]([C:23]3[CH:28]=[CH:27][C:26]([C:29]4[CH:34]=[CH:33][C:32]([C:35]5[NH:36][C:37]([CH:40]6[CH2:44][CH2:43][CH2:42][N:41]6[C:45](=[O:55])[CH:46]([NH:50][C:51]([O:53][CH3:54])=[O:52])[CH:47]([CH3:49])[CH3:48])=[N:38][CH:39]=5)=[CH:31][CH:30]=4)=[CH:25][CH:24]=3)=[CH:21][N:22]=2)C[C:13]2(CC2)[CH2:12]1)=[O:10])[CH:6]([CH3:8])[CH3:7].[S:57]1CCNC1. Given the product [CH3:1][O:2][C:3](=[O:56])[NH:4][CH:5]([C:9]([N:11]1[CH2:12][CH2:13][S:57][CH:17]1[C:18]1[NH:19][C:20]([C:23]2[CH:28]=[CH:27][C:26]([C:29]3[CH:34]=[CH:33][C:32]([C:35]4[NH:36][C:37]([CH:40]5[CH2:44][CH2:43][CH2:42][N:41]5[C:45](=[O:55])[CH:46]([NH:50][C:51]([O:53][CH3:54])=[O:52])[CH:47]([CH3:49])[CH3:48])=[N:38][CH:39]=4)=[CH:31][CH:30]=3)=[CH:25][CH:24]=2)=[CH:21][N:22]=1)=[O:10])[CH:6]([CH3:8])[CH3:7], predict the reactants needed to synthesize it. (4) Given the product [CH3:30][O:29][C:28](=[O:31])[NH:27][C@@H:22]([C:23]([CH3:26])([CH3:25])[CH3:24])[C:20](=[O:21])[NH:19][C@@H:5]([CH2:6][C:7]1[CH:12]=[CH:11][C:10]([C:13]2[CH:18]=[CH:17][CH:16]=[CH:15][N:14]=2)=[CH:9][CH:8]=1)[CH2:4][C@H:3]([OH:32])[C@H:2]([CH2:33][C:34]1[CH:35]=[CH:36][CH:37]=[CH:38][CH:39]=1)[NH:1][C:53](=[O:54])[C@H:48]([C:49]([CH3:52])([CH3:51])[CH3:50])[NH:47][C:40](=[O:41])[O:42][C:43]([CH3:45])([CH3:46])[CH3:44], predict the reactants needed to synthesize it. The reactants are: [NH2:1][C@@H:2]([CH2:33][C:34]1[CH:39]=[CH:38][CH:37]=[CH:36][CH:35]=1)[C@@H:3]([OH:32])[CH2:4][C@@H:5]([NH:19][C:20]([C@@H:22]([NH:27][C:28](=[O:31])[O:29][CH3:30])[C:23]([CH3:26])([CH3:25])[CH3:24])=[O:21])[CH2:6][C:7]1[CH:12]=[CH:11][C:10]([C:13]2[CH:18]=[CH:17][CH:16]=[CH:15][N:14]=2)=[CH:9][CH:8]=1.[C:40]([NH:47][C@H:48]([C:53](O)=[O:54])[C:49]([CH3:52])([CH3:51])[CH3:50])([O:42][C:43]([CH3:46])([CH3:45])[CH3:44])=[O:41].CCOP(ON1N=NC2C=CC=CC=2C1=O)(OCC)=O.C(N(CC)C(C)C)(C)C. (5) Given the product [NH2:8][C:9]1[O:17][C:16]2[C:11](=[N:12][CH:13]=[C:14]([CH3:18])[CH:15]=2)[C:10]=1[C:19]([NH:21][C:22]1[CH:23]=[N:24][CH:25]=[CH:26][C:27]=1[N:28]1[CH2:33][C@H:32]([C:34]([F:37])([F:36])[F:35])[CH2:31][C@H:30]([NH2:38])[CH2:29]1)=[O:20], predict the reactants needed to synthesize it. The reactants are: C(OC([NH:8][C:9]1[O:17][C:16]2[C:11](=[N:12][CH:13]=[C:14]([CH3:18])[CH:15]=2)[C:10]=1[C:19]([NH:21][C:22]1[CH:23]=[N:24][CH:25]=[CH:26][C:27]=1[N:28]1[CH2:33][C@H:32]([C:34]([F:37])([F:36])[F:35])[CH2:31][C@H:30]([NH:38]C(=O)OC(C)(C)C)[CH2:29]1)=[O:20])=O)(C)(C)C.Cl.O1CCOCC1. (6) Given the product [N+:1]([C:4]1[CH:9]=[CH:8][CH:7]=[CH:6][C:5]=1[SH:10])([O-:3])=[O:2], predict the reactants needed to synthesize it. The reactants are: [N+:1]([C:4]1[CH:9]=[CH:8][CH:7]=[CH:6][C:5]=1[S:10][S:10][C:5]1[CH:6]=[CH:7][CH:8]=[CH:9][C:4]=1[N+:1]([O-:3])=[O:2])([O-:3])=[O:2].C1(P(C2C=CC=CC=2)C2C=CC=CC=2)C=CC=CC=1.SCCO.O.